Dataset: Full USPTO retrosynthesis dataset with 1.9M reactions from patents (1976-2016). Task: Predict the reactants needed to synthesize the given product. (1) Given the product [C:3]([O:7][C:8]([N:10]1[CH2:15][CH2:14][C@H:13]([O:16][C:21]2[CH:22]=[CH:23][CH:24]=[C:19]([Cl:18])[N:20]=2)[CH2:12][C@@H:11]1[CH3:17])=[O:9])([CH3:6])([CH3:4])[CH3:5], predict the reactants needed to synthesize it. The reactants are: [H-].[Na+].[C:3]([O:7][C:8]([N:10]1[CH2:15][CH2:14][C@H:13]([OH:16])[CH2:12][C@@H:11]1[CH3:17])=[O:9])([CH3:6])([CH3:5])[CH3:4].[Cl:18][C:19]1[CH:24]=[CH:23][CH:22]=[C:21](Cl)[N:20]=1. (2) Given the product [CH3:34][O:35][N:36]([CH3:37])[C:18]([C:3]1[C:2](=[O:1])[CH:7]=[CH:6][N:5]([C:8]2[CH:13]=[CH:12][CH:11]=[C:10]([C:14]([F:15])([F:16])[F:17])[CH:9]=2)[N:4]=1)=[O:20], predict the reactants needed to synthesize it. The reactants are: [O:1]=[C:2]1[CH:7]=[CH:6][N:5]([C:8]2[CH:13]=[CH:12][CH:11]=[C:10]([C:14]([F:17])([F:16])[F:15])[CH:9]=2)[N:4]=[C:3]1[C:18]([OH:20])=O.C1N=CN(C(N2C=NC=C2)=O)C=1.Cl.[CH3:34][O:35][NH:36][CH3:37].CCN(C(C)C)C(C)C. (3) Given the product [Cl:20][C:21]1[CH:22]=[CH:23][C:24]([O:30][CH3:31])=[C:25]([CH:29]=1)[C:26]([NH:11][C@H:3]1[C@H:4]([C:5]2[CH:10]=[CH:9][CH:8]=[CH:7][CH:6]=2)[C:2]1([CH3:12])[CH3:1])=[O:27], predict the reactants needed to synthesize it. The reactants are: [CH3:1][C:2]1([CH3:12])[C@@H:4]([C:5]2[CH:10]=[CH:9][CH:8]=[CH:7][CH:6]=2)[C@@H:3]1[NH2:11].C(N(CC)CC)C.[Cl:20][C:21]1[CH:22]=[CH:23][C:24]([O:30][CH3:31])=[C:25]([CH:29]=1)[C:26](O)=[O:27].F[B-](F)(F)F.N1(OC(N(C)C)=[N+](C)C)C2C=CC=CC=2N=N1. (4) Given the product [Cl:19][C:20]1[CH:25]=[CH:24][CH:23]=[CH:22][C:21]=1[N:26]1[C:30]2=[N:31][CH:32]=[N:33][C:34]([S:35][CH:2]([CH2:12][CH2:13][O:14][CH2:15][CH2:16][O:17][CH3:18])[C:3]([NH:5][C:6]3[S:7][CH:8]=[C:9]([CH3:11])[N:10]=3)=[O:4])=[C:29]2[CH:28]=[N:27]1, predict the reactants needed to synthesize it. The reactants are: Br[CH:2]([CH2:12][CH2:13][O:14][CH2:15][CH2:16][O:17][CH3:18])[C:3]([NH:5][C:6]1[S:7][CH:8]=[C:9]([CH3:11])[N:10]=1)=[O:4].[Cl:19][C:20]1[CH:25]=[CH:24][CH:23]=[CH:22][C:21]=1[N:26]1[C:30]2=[N:31][CH:32]=[N:33][C:34]([SH:35])=[C:29]2[CH:28]=[N:27]1.C([O-])([O-])=O.[K+].[K+].O. (5) The reactants are: O.[NH2:2][NH2:3].[CH3:4][O:5][CH:6]([CH3:12])[C:7](=O)[CH2:8][C:9]#[N:10]. Given the product [NH2:10][C:9]1[NH:2][N:3]=[C:7]([CH:6]([O:5][CH3:4])[CH3:12])[CH:8]=1, predict the reactants needed to synthesize it. (6) Given the product [Br:1][C:2]1[CH:7]=[C:6]([F:8])[CH:5]=[C:4]([Br:9])[C:3]=1[CH:18]=[O:19], predict the reactants needed to synthesize it. The reactants are: [Br:1][C:2]1[CH:7]=[C:6]([F:8])[CH:5]=[C:4]([Br:9])[C:3]=1I.C([Mg]Cl)(C)C.C1C[O:19][CH2:18]C1.CN(C=O)C. (7) Given the product [Br:11][C:12]1[C:13]([CH3:17])=[N:14][N:15]([C:2]2[CH:7]=[CH:6][N:5]=[C:4]3[NH:8][CH:9]=[CH:10][C:3]=23)[CH:16]=1, predict the reactants needed to synthesize it. The reactants are: Cl[C:2]1[CH:7]=[CH:6][N:5]=[C:4]2[NH:8][CH:9]=[CH:10][C:3]=12.[Br:11][C:12]1[C:13]([CH3:17])=[N:14][NH:15][CH:16]=1.